Dataset: Catalyst prediction with 721,799 reactions and 888 catalyst types from USPTO. Task: Predict which catalyst facilitates the given reaction. (1) Reactant: C([O:3][C:4](=[O:29])[CH2:5][C:6]1[CH:11]=[CH:10][C:9]([S:12][C:13]2[CH:18]=[CH:17][CH:16]=[C:15]([NH:19][CH2:20][CH2:21][CH2:22][C:23]3[CH:28]=[CH:27][CH:26]=[CH:25][CH:24]=3)[CH:14]=2)=[CH:8][CH:7]=1)C.[OH-].[Na+].O.C(O)C. Product: [C:23]1([CH2:22][CH2:21][CH2:20][NH:19][C:15]2[CH:14]=[C:13]([S:12][C:9]3[CH:8]=[CH:7][C:6]([CH2:5][C:4]([OH:29])=[O:3])=[CH:11][CH:10]=3)[CH:18]=[CH:17][CH:16]=2)[CH:24]=[CH:25][CH:26]=[CH:27][CH:28]=1. The catalyst class is: 1. (2) The catalyst class is: 20. Product: [CH2:1]([N:8]1[CH2:12][C@@H:11]([C:13]2[CH:14]=[CH:15][CH:16]=[CH:17][CH:18]=2)[C@H:10]([NH:19][CH3:20])[CH2:9]1)[C:2]1[CH:3]=[CH:4][CH:5]=[CH:6][CH:7]=1. Reactant: [CH2:1]([N:8]1[CH2:12][CH:11]([C:13]2[CH:18]=[CH:17][CH:16]=[CH:15][CH:14]=2)[CH:10]([NH2:19])[CH2:9]1)[C:2]1[CH:7]=[CH:6][CH:5]=[CH:4][CH:3]=1.[C:20]([O-])([O-])=O.[K+].[K+].ClC(OCC)=O.B. (3) Reactant: [CH2:1]([O:8][CH2:9][CH2:10][CH:11]1[CH2:20][CH2:19][C:14]2(OCC[O:15]2)[CH2:13][CH2:12]1)[C:2]1[CH:7]=[CH:6][CH:5]=[CH:4][CH:3]=1.Cl.C([O-])(O)=O.[Na+]. Product: [CH2:1]([O:8][CH2:9][CH2:10][CH:11]1[CH2:12][CH2:13][C:14](=[O:15])[CH2:19][CH2:20]1)[C:2]1[CH:7]=[CH:6][CH:5]=[CH:4][CH:3]=1. The catalyst class is: 1. (4) Reactant: [CH3:1][O:2][C:3]([C:5]1[CH:6]=[C:7]([CH2:11][O:12][CH2:13][C@@H:14]([C:16]([NH:18]C(OC(C)(C)C)=O)=[O:17])[NH2:15])[CH:8]=[CH:9][CH:10]=1)=[O:4].[ClH:26]. Product: [CH3:1][O:2][C:3]([C:5]1[CH:6]=[C:7]([CH2:11][O:12][CH2:13][C@@H:14]([C:16]([NH2:18])=[O:17])[NH2:15])[CH:8]=[CH:9][CH:10]=1)=[O:4].[ClH:26]. The catalyst class is: 25. (5) Reactant: [O:1]=[S:2]1(=[O:29])[CH2:7][CH2:6][CH:5]([C:8]2[C:16]3[C:11](=[C:12]([C:26]([NH2:28])=[O:27])[CH:13]=[C:14](B4OC(C)(C)C(C)(C)O4)[CH:15]=3)[NH:10][CH:9]=2)[CH2:4][CH2:3]1.Br[C:31]1[S:32][CH:33]=[CH:34][N:35]=1.C(=O)([O-])[O-].[K+].[K+]. The catalyst class is: 669. Product: [O:1]=[S:2]1(=[O:29])[CH2:7][CH2:6][CH:5]([C:8]2[C:16]3[C:11](=[C:12]([C:26]([NH2:28])=[O:27])[CH:13]=[C:14]([C:31]4[S:32][CH:33]=[CH:34][N:35]=4)[CH:15]=3)[NH:10][CH:9]=2)[CH2:4][CH2:3]1.